Dataset: Forward reaction prediction with 1.9M reactions from USPTO patents (1976-2016). Task: Predict the product of the given reaction. (1) Given the reactants [CH3:1][CH:2]1[CH2:7][N:6]([C:8]([N:10]2[CH2:15][CH2:14][S:13][CH2:12][CH2:11]2)=[O:9])[CH:5]([CH3:16])[CH2:4][N:3]1[C:17]1[CH:24]=[CH:23][C:20]([C:21]#[N:22])=[C:19]([C:25]([F:28])([F:27])[F:26])[CH:18]=1.C(=O)(O)[O-:30].[Na+].ClC1C=CC=C(C(OO)=O)C=1.C(Cl)(Cl)Cl, predict the reaction product. The product is: [CH3:1][C@H:2]1[CH2:7][N:6]([C:8]([N:10]2[CH2:11][CH2:12][S:13](=[O:30])[CH2:14][CH2:15]2)=[O:9])[C@H:5]([CH3:16])[CH2:4][N:3]1[C:17]1[CH:24]=[CH:23][C:20]([C:21]#[N:22])=[C:19]([C:25]([F:27])([F:28])[F:26])[CH:18]=1. (2) Given the reactants [Cl:1][C:2]1[CH:3]=[C:4]2[C:9](=[CH:10][CH:11]=1)[CH:8]=[C:7]([S:12]([CH2:15][CH2:16][C:17]([N:19]1[CH2:24][CH2:23][CH:22]([C:25]3[N:26]=[CH:27][NH:28][CH:29]=3)[CH2:21][CH2:20]1)=[O:18])(=[O:14])=[O:13])[CH:6]=[CH:5]2.C(N(CC)CC)C.[C:37]1([C:43]([C:51]2[CH:56]=[CH:55][CH:54]=[CH:53][CH:52]=2)([C:45]2[CH:50]=[CH:49][CH:48]=[CH:47][CH:46]=2)Cl)[CH:42]=[CH:41][CH:40]=[CH:39][CH:38]=1, predict the reaction product. The product is: [Cl:1][C:2]1[CH:3]=[C:4]2[C:9](=[CH:10][CH:11]=1)[CH:8]=[C:7]([S:12]([CH2:15][CH2:16][C:17]([N:19]1[CH2:20][CH2:21][CH:22]([C:25]3[N:26]=[CH:27][N:28]([C:43]([C:37]4[CH:42]=[CH:41][CH:40]=[CH:39][CH:38]=4)([C:51]4[CH:52]=[CH:53][CH:54]=[CH:55][CH:56]=4)[C:45]4[CH:46]=[CH:47][CH:48]=[CH:49][CH:50]=4)[CH:29]=3)[CH2:23][CH2:24]1)=[O:18])(=[O:13])=[O:14])[CH:6]=[CH:5]2.